This data is from Reaction yield outcomes from USPTO patents with 853,638 reactions. The task is: Predict the reaction yield, written as a fraction of the theoretical maximum amount of product (1.0 means a 100% yield; for example, 0.34 means a 34% yield). (1) The reactants are CN1CCOCC1.Cl.[F:9][C:10]([F:15])([F:14])[CH2:11][CH2:12][NH2:13].[I:16][C:17]1[CH:22]=[CH:21][C:20]([S:23](Cl)(=[O:25])=[O:24])=[CH:19][CH:18]=1. The catalyst is CN(C=O)C. The product is [I:16][C:17]1[CH:22]=[CH:21][C:20]([S:23]([NH:13][CH2:12][CH2:11][C:10]([F:15])([F:14])[F:9])(=[O:25])=[O:24])=[CH:19][CH:18]=1. The yield is 0.940. (2) The reactants are [CH3:1][C:2]1[NH:3][C:4](=[O:12])[C:5]2[C:10]([CH:11]=1)=[CH:9][CH:8]=[CH:7][CH:6]=2. The catalyst is C(O)(=O)C.[Pt](=O)=O. The product is [CH3:1][C:2]1[NH:3][C:4](=[O:12])[C:5]2[CH2:6][CH2:7][CH2:8][CH2:9][C:10]=2[CH:11]=1. The yield is 0.830. (3) The reactants are [H-].[H-].[H-].[H-].[Li+].[Al+3].[CH2:7]([N:14]1[CH2:19][CH2:18][N:17]([CH2:20][C:21]2[CH:26]=[CH:25][CH:24]=[CH:23][CH:22]=2)[CH2:16][CH:15]1[C:27]([NH2:29])=O)[C:8]1[CH:13]=[CH:12][CH:11]=[CH:10][CH:9]=1. The catalyst is C1COCC1. The product is [CH2:7]([N:14]1[CH2:19][CH2:18][N:17]([CH2:20][C:21]2[CH:26]=[CH:25][CH:24]=[CH:23][CH:22]=2)[CH2:16][CH:15]1[CH2:27][NH2:29])[C:8]1[CH:9]=[CH:10][CH:11]=[CH:12][CH:13]=1. The yield is 0.990. (4) The reactants are [CH3:1][C:2]([C:6]1[CH:11]=[CH:10][C:9]([N+:12]([O-:14])=[O:13])=[CH:8][CH:7]=1)([CH3:5])[C:3]#[N:4].Cl.[OH-].[Na+]. The catalyst is C1COCC1. The product is [CH3:5][C:2]([C:6]1[CH:11]=[CH:10][C:9]([N+:12]([O-:14])=[O:13])=[CH:8][CH:7]=1)([CH3:1])[CH2:3][NH2:4]. The yield is 0.900. (5) The reactants are [F:1][C:2]1[CH:19]=[CH:18][C:5](/[CH:6]=[N:7]/[C:8]2[CH:16]=[CH:15][CH:14]=[C:13]3[C:9]=2[CH2:10][O:11][C:12]3=[O:17])=[CH:4][CH:3]=1.[CH:20]([C:22]1[CH:32]=[CH:31][C:25]([C:26]([N:28]([CH3:30])[CH3:29])=[O:27])=[CH:24][CH:23]=1)=O.[O-:33][CH2:34][CH3:35].[Na+].O. The catalyst is C(OCC)(=O)CC.CCOC(C)=O. The product is [CH3:29][N:28]([CH3:30])[C:26]([C:25]1[CH:31]=[CH:32][C:22]([CH:20]2[C:34](=[O:33])[C:35]3[C:13]([C:12]([O:11][CH2:10][CH3:9])=[O:17])=[CH:14][CH:15]=[CH:16][C:8]=3[NH:7][CH:6]2[C:5]2[CH:18]=[CH:19][C:2]([F:1])=[CH:3][CH:4]=2)=[CH:23][CH:24]=1)=[O:27]. The yield is 0.440. (6) The reactants are C([O:3][C:4]([C:6]1[C:11]([NH:12][C:13]2[CH:18]=[CH:17][C:16]([CH3:19])=[CH:15][C:14]=2[F:20])=[C:10]([CH3:21])[C:9](=[O:22])[N:8]([CH3:23])[C:7]=1[CH2:24]Br)=O)C.[NH3:26]. The catalyst is CO. The product is [F:20][C:14]1[CH:15]=[C:16]([CH3:19])[CH:17]=[CH:18][C:13]=1[NH:12][C:11]1[C:6]2[C:4](=[O:3])[NH:26][CH2:24][C:7]=2[N:8]([CH3:23])[C:9](=[O:22])[C:10]=1[CH3:21]. The yield is 0.460. (7) The reactants are [CH3:1][O:2][C:3]1[CH:8]=[CH:7][C:6]([NH2:9])=[CH:5][C:4]=1[O:10][CH2:11][CH2:12][N:13]1[CH2:18][CH2:17][CH2:16][CH2:15][CH2:14]1.[CH3:19][O:20][CH:21]([O:24][CH3:25])[CH:22]=O. The catalyst is C(O)C.[Pd]. The product is [CH3:19][O:20][CH:21]([O:24][CH3:25])[CH2:22][NH:9][C:6]1[CH:7]=[CH:8][C:3]([O:2][CH3:1])=[C:4]([O:10][CH2:11][CH2:12][N:13]2[CH2:18][CH2:17][CH2:16][CH2:15][CH2:14]2)[CH:5]=1. The yield is 0.540. (8) The reactants are F[C:2]1[CH:9]=[CH:8][CH:7]=[C:6]([I:10])[C:3]=1[CH:4]=O.[SH:11][CH2:12][C:13](=[O:15])[CH3:14].CCN(CC)CC.O. The catalyst is CS(C)=O. The product is [C:13]([C:12]1[S:11][C:2]2[CH:9]=[CH:8][CH:7]=[C:6]([I:10])[C:3]=2[CH:4]=1)(=[O:15])[CH3:14]. The yield is 0.610. (9) The reactants are [NH2:1][C@H:2]([C:13]([NH:15][CH2:16][C:17]1[CH:22]=[CH:21][CH:20]=[CH:19][CH:18]=1)=[O:14])[CH2:3][C:4]1[C:12]2[C:7](=[CH:8][CH:9]=[CH:10][CH:11]=2)[NH:6][CH:5]=1.[NH:23]([C:51]([O:53][C:54]([CH3:57])([CH3:56])[CH3:55])=[O:52])[C@H:24]([C:40]([NH:42][C@H:43]([C:48](O)=[O:49])[CH2:44][C:45](=[O:47])[NH2:46])=[O:41])[CH2:25][C:26]1[CH:31]=[CH:30][C:29]([O:32][CH2:33][C:34]2[CH:39]=[CH:38][CH:37]=[CH:36][CH:35]=2)=[CH:28][CH:27]=1.C(Cl)CCl.C1C=CC2N(O)N=NC=2C=1. The catalyst is C(Cl)Cl.CN(C=O)C. The product is [NH:23]([C:51]([O:53][C:54]([CH3:57])([CH3:56])[CH3:55])=[O:52])[C@H:24]([C:40]([NH:42][C@H:43]([C:48]([NH:1][C@H:2]([C:13]([NH:15][CH2:16][C:17]1[CH:22]=[CH:21][CH:20]=[CH:19][CH:18]=1)=[O:14])[CH2:3][C:4]1[C:12]2[C:7](=[CH:8][CH:9]=[CH:10][CH:11]=2)[NH:6][CH:5]=1)=[O:49])[CH2:44][C:45](=[O:47])[NH2:46])=[O:41])[CH2:25][C:26]1[CH:31]=[CH:30][C:29]([O:32][CH2:33][C:34]2[CH:39]=[CH:38][CH:37]=[CH:36][CH:35]=2)=[CH:28][CH:27]=1. The yield is 0.480.